Dataset: Forward reaction prediction with 1.9M reactions from USPTO patents (1976-2016). Task: Predict the product of the given reaction. The product is: [CH2:17]([O:7][CH2:6][CH2:5][CH2:4][CH2:3][CH2:2][CH2:1][OH:8])[C:14]1[CH:15]=[CH:16][CH:11]=[CH:12][CH:13]=1. Given the reactants [CH2:1]([OH:8])[CH2:2][CH2:3][CH2:4][CH2:5][CH2:6][OH:7].[H-].[Na+].[CH:11]1[CH:16]=[CH:15][C:14]([CH2:17]Br)=[CH:13][CH:12]=1, predict the reaction product.